This data is from CYP2D6 inhibition data for predicting drug metabolism from PubChem BioAssay. The task is: Regression/Classification. Given a drug SMILES string, predict its absorption, distribution, metabolism, or excretion properties. Task type varies by dataset: regression for continuous measurements (e.g., permeability, clearance, half-life) or binary classification for categorical outcomes (e.g., BBB penetration, CYP inhibition). Dataset: cyp2d6_veith. (1) The molecule is Cc1ccc(CN2C(=O)CCC2C(=O)NCc2cccnc2)cc1. The result is 0 (non-inhibitor). (2) The compound is Nc1nc(-c2ccc3ccccc3c2)cc(-c2cc(-c3ccc4ccccc4c3)nc(N)n2)n1. The result is 0 (non-inhibitor). (3) The molecule is Cc1cc(C)nc(NC(=O)CCCC(=O)O)c1. The result is 0 (non-inhibitor). (4) The result is 1 (inhibitor). The molecule is c1ccc2c(CN3CCN(Cc4c[nH]c5ccccc45)CC3)c[nH]c2c1. (5) The drug is O=C(NCCCn1ccnc1)c1ccc(Br)c(S(=O)(=O)N2CCOCC2)c1. The result is 1 (inhibitor). (6) The drug is COc1ccccc1-c1nc(N2CCN(C)CC2)c2ccccc2n1. The result is 0 (non-inhibitor).